This data is from Forward reaction prediction with 1.9M reactions from USPTO patents (1976-2016). The task is: Predict the product of the given reaction. Given the reactants BrC1C=CC=C2C=1C(O)(C1C(O)=CC3OCOC=3C=1)C(=O)N2CCCCC.[Cl:28][C:29]1[CH:30]=[C:31]2[C:35](=[CH:36][CH:37]=1)[N:34]([CH2:38][C:39]([O:41][CH2:42][CH3:43])=[O:40])[C:33](=[O:44])[C:32]2(O)[C:45]1[C:46]([OH:54])=[CH:47][C:48]2[O:52][CH2:51][CH2:50][C:49]=2[CH:53]=1, predict the reaction product. The product is: [Cl:28][C:29]1[CH:30]=[C:31]2[C:35](=[CH:36][CH:37]=1)[N:34]([CH2:38][C:39]([O:41][CH2:42][CH3:43])=[O:40])[C:33](=[O:44])[CH:32]2[C:45]1[C:46]([OH:54])=[CH:47][C:48]2[O:52][CH2:51][CH2:50][C:49]=2[CH:53]=1.